From a dataset of Forward reaction prediction with 1.9M reactions from USPTO patents (1976-2016). Predict the product of the given reaction. (1) Given the reactants [ClH:1].[NH2:2][C@@H:3]1[CH2:5][C@H:4]1[C:6]1[CH:7]=[C:8]([CH:18]=[CH:19][CH:20]=1)[C:9]([NH:11][CH:12]1[CH2:17][CH2:16][O:15][CH2:14][CH2:13]1)=[O:10].C(OC(N[C@@H]1C[C@H]1C1C=C(C=CC=1)C(OC)=O)=O)(C)(C)C.[F:42][C:43]1([F:50])[CH2:48][CH2:47][C:46](=O)[CH2:45][CH2:44]1.C(=O)([O-])O.[Na+], predict the reaction product. The product is: [ClH:1].[F:42][C:43]1([F:50])[CH2:48][CH2:47][CH:46]([NH:2][C@@H:3]2[CH2:5][C@H:4]2[C:6]2[CH:7]=[C:8]([CH:18]=[CH:19][CH:20]=2)[C:9]([NH:11][CH:12]2[CH2:13][CH2:14][O:15][CH2:16][CH2:17]2)=[O:10])[CH2:45][CH2:44]1. (2) Given the reactants [Cl:1][C:2]1[CH:21]=[CH:20][C:5]([CH:6]([N:14]2[CH2:19][CH2:18][NH:17][CH2:16][CH2:15]2)[C:7]2[CH:12]=[CH:11][C:10]([Cl:13])=[CH:9][CH:8]=2)=[CH:4][CH:3]=1.C(N(CC)CC)C.[F:29][C:30]1[CH:31]=[C:32]([CH:36]=[CH:37][CH:38]=1)[C:33](Cl)=[O:34], predict the reaction product. The product is: [Cl:1][C:2]1[CH:21]=[CH:20][C:5]([CH:6]([C:7]2[CH:8]=[CH:9][C:10]([Cl:13])=[CH:11][CH:12]=2)[N:14]2[CH2:15][CH2:16][N:17]([C:33]([C:32]3[CH:36]=[CH:37][CH:38]=[C:30]([F:29])[CH:31]=3)=[O:34])[CH2:18][CH2:19]2)=[CH:4][CH:3]=1. (3) Given the reactants [CH3:1][C:2]1[CH:3]=[CH:4][C:5]([NH:21][C:22]([C:24]2[CH:25]=[CH:26][C:27]([CH2:30][N:31]3[CH2:36][CH2:35][N:34]([CH3:37])[CH2:33][CH2:32]3)=[CH:28][CH:29]=2)=[O:23])=[CH:6][C:7]=1[NH:8][C:9]1[N:10]=[CH:11][CH:12]=[C:13]([C:15]2[CH:16]=[CH:17][CH:18]=[N:19][CH:20]=2)[N:14]=1.CS(O)(=O)=O.C([O-])(O)=O.[Na+], predict the reaction product. The product is: [CH3:1][C:2]1[CH:3]=[CH:4][C:5]([NH:21][C:22]([C:24]2[CH:29]=[CH:28][C:27]([CH2:30][N:31]3[CH2:32][CH2:33][N:34]([CH3:37])[CH2:35][CH2:36]3)=[CH:26][CH:25]=2)=[O:23])=[CH:6][C:7]=1[NH:8][C:9]1[N:10]=[CH:11][CH:12]=[C:13]([C:15]2[CH:16]=[CH:17][CH:18]=[N:19][CH:20]=2)[N:14]=1. (4) Given the reactants [CH3:1][O-:2].[Na+].[Na].F[C:6]1[CH:11]=[CH:10][C:9]([N+:12]([O-:14])=[O:13])=[C:8]([CH2:15][C:16]([O:20]C)(OC)[CH3:17])[C:7]=1[F:22], predict the reaction product. The product is: [C:16]([CH2:15][C:8]1[C:7]([F:22])=[C:6]([O:2][CH3:1])[CH:11]=[CH:10][C:9]=1[N+:12]([O-:14])=[O:13])(=[O:20])[CH3:17]. (5) The product is: [F:28][C:24]1[CH:23]=[C:22]([C:21]2[C:20](=[O:29])[C:19]3[C:14](=[CH:15][CH:16]=[CH:17][CH:18]=3)[O:13][C:12]=2[C@H:9]([OH:8])[CH2:10][CH3:11])[CH:27]=[CH:26][CH:25]=1. Given the reactants C([O:8][C@@H:9]([C:12]1[O:13][C:14]2[C:19]([C:20](=[O:29])[C:21]=1[C:22]1[CH:27]=[CH:26][CH:25]=[C:24]([F:28])[CH:23]=1)=[CH:18][CH:17]=[CH:16][CH:15]=2)[CH2:10][CH3:11])C1C=CC=CC=1.[Cl-].[Al+3].[Cl-].[Cl-], predict the reaction product. (6) Given the reactants [CH2:1]([O:3][C:4]1[CH:9]=[CH:8][C:7]([S:10]([N:13]2[CH2:18][CH2:17][N:16]([CH2:19][CH3:20])[CH2:15][CH2:14]2)(=[O:12])=[O:11])=[CH:6][C:5]=1[C:21]1[NH:26][C:25](=[O:27])[C:24]2=[C:28]([CH3:34])[N:29]=[C:30]([CH2:31][CH2:32][CH3:33])[N:23]2[N:22]=1)[CH3:2].[Cl:35]CCl.Cl, predict the reaction product. The product is: [ClH:35].[CH2:1]([O:3][C:4]1[CH:9]=[CH:8][C:7]([S:10]([N:13]2[CH2:14][CH2:15][N:16]([CH2:19][CH3:20])[CH2:17][CH2:18]2)(=[O:12])=[O:11])=[CH:6][C:5]=1[C:21]1[NH:26][C:25](=[O:27])[C:24]2=[C:28]([CH3:34])[N:29]=[C:30]([CH2:31][CH2:32][CH3:33])[N:23]2[N:22]=1)[CH3:2]. (7) Given the reactants [CH3:1][C@H:2]1[NH:7][C@@H:6]([CH3:8])[CH2:5][N:4]([C:9](=O)[CH2:10][C:11]2[CH:16]=[CH:15][C:14]([O:17][C:18]([F:21])([F:20])[F:19])=[CH:13][CH:12]=2)[CH2:3]1.[H-].[H-].[H-].[H-].[Li+].[Al+3].O, predict the reaction product. The product is: [CH3:1][C@H:2]1[NH:7][C@@H:6]([CH3:8])[CH2:5][N:4]([CH2:9][CH2:10][C:11]2[CH:16]=[CH:15][C:14]([O:17][C:18]([F:20])([F:21])[F:19])=[CH:13][CH:12]=2)[CH2:3]1.